From a dataset of Full USPTO retrosynthesis dataset with 1.9M reactions from patents (1976-2016). Predict the reactants needed to synthesize the given product. (1) Given the product [CH:13]1([C:11]2[N:12]=[C:7]([NH:24][C:25]3[CH:26]=[CH:27][C:28]([CH2:31][C:32]([NH2:34])=[O:33])=[CH:29][CH:30]=3)[C:8]3[S:21][CH2:20][CH2:19][CH2:18][C:9]=3[N:10]=2)[CH2:17][CH2:16][CH2:15][CH2:14]1, predict the reactants needed to synthesize it. The reactants are: FC(F)(F)S(O[C:7]1[C:8]2[S:21][CH2:20][CH2:19][CH2:18][C:9]=2[N:10]=[C:11]([CH:13]2[CH2:17][CH2:16][CH2:15][CH2:14]2)[N:12]=1)(=O)=O.[NH2:24][C:25]1[CH:30]=[CH:29][C:28]([CH2:31][C:32]([NH2:34])=[O:33])=[CH:27][CH:26]=1. (2) Given the product [O:17]=[C:16]1[C:15]2=[CH:14][C:13]([CH:18]=[O:19])=[N:12][N:11]2[CH2:10][CH2:9][O:8]1, predict the reactants needed to synthesize it. The reactants are: [Si]([O:8][CH2:9][CH2:10][N:11]1[C:15]([CH:16]=[O:17])=[CH:14][C:13]([CH:18]=[O:19])=[N:12]1)(C(C)(C)C)(C)C.[F-].C([N+](CCCC)(CCCC)CCCC)CCC.[Cl-].[NH4+].C[N+]1([O-])CCOCC1.C([N+](CCC)(CCC)CCC)CC. (3) Given the product [CH2:13]([O:12][C:10](=[O:11])[NH:1][C@H:2]([C:7]([N:36]1[CH2:35][CH2:34][C@H:23]2[N:24]([C:26](=[O:27])[C:28]3[CH:29]=[CH:30][CH:31]=[CH:32][CH:33]=3)[CH2:25][C@H:21]([OH:20])[C@@H:22]12)=[O:8])[CH2:3][CH:4]([CH3:6])[CH3:5])[C:14]1[CH:19]=[CH:18][CH:17]=[CH:16][CH:15]=1, predict the reactants needed to synthesize it. The reactants are: [NH:1]([C:10]([O:12][CH2:13][C:14]1[CH:19]=[CH:18][CH:17]=[CH:16][CH:15]=1)=[O:11])[C@H:2]([C:7](F)=[O:8])[CH2:3][CH:4]([CH3:6])[CH3:5].[OH:20][C@H:21]1[CH2:25][N:24]([C:26]([C:28]2[CH:33]=[CH:32][CH:31]=[CH:30][CH:29]=2)=[O:27])[C@@H:23]2[CH2:34][CH2:35][NH:36][C@H:22]12. (4) Given the product [CH2:1]([O:3][C:4](=[O:24])[NH:5][CH:6]1[CH2:12][CH2:11][CH2:10][CH2:9][N:8]2[C:13](=[O:23])[C:14]([Br:25])=[C:15]([C:17]3[CH:22]=[CH:21][N:20]=[CH:19][N:18]=3)[N:16]=[C:7]12)[CH3:2], predict the reactants needed to synthesize it. The reactants are: [CH2:1]([O:3][C:4](=[O:24])[NH:5][CH:6]1[CH2:12][CH2:11][CH2:10][CH2:9][N:8]2[C:13](=[O:23])[CH:14]=[C:15]([C:17]3[CH:22]=[CH:21][N:20]=[CH:19][N:18]=3)[N:16]=[C:7]12)[CH3:2].[Br:25]N1C(=O)CCC1=O.C(OOC(=O)C1C=CC=CC=1)(=O)C1C=CC=CC=1. (5) Given the product [NH2:1][C:2]1[C:7]([C:8]([C:10]2[C:15]([O:16][CH3:17])=[CH:14][CH:13]=[C:12]([F:18])[C:11]=2[F:19])=[O:9])=[CH:6][CH:5]=[C:4]([NH:31][CH:28]2[CH2:29][CH2:30][N:25]([S:22]([CH3:21])(=[O:24])=[O:23])[CH2:26][CH2:27]2)[N:3]=1, predict the reactants needed to synthesize it. The reactants are: [NH2:1][C:2]1[C:7]([C:8]([C:10]2[C:15]([O:16][CH3:17])=[CH:14][CH:13]=[C:12]([F:18])[C:11]=2[F:19])=[O:9])=[CH:6][CH:5]=[C:4](Cl)[N:3]=1.[CH3:21][S:22]([N:25]1[CH2:30][CH2:29][CH:28]([NH2:31])[CH2:27][CH2:26]1)(=[O:24])=[O:23]. (6) The reactants are: [Cl:1][C:2]1[C:3]([F:32])=[C:4]([NH:8][C:9]2[C:18]3[C:13](=[CH:14][C:15]([O:30][CH3:31])=[C:16]([CH2:19][NH:20][C:21]4([C:27]([OH:29])=[O:28])[CH2:26][CH2:25][O:24][CH2:23][CH2:22]4)[CH:17]=3)[N:12]=[CH:11][N:10]=2)[CH:5]=[CH:6][CH:7]=1.[CH2:33]=O. Given the product [Cl:1][C:2]1[C:3]([F:32])=[C:4]([NH:8][C:9]2[C:18]3[C:13](=[CH:14][C:15]([O:30][CH3:31])=[C:16]([CH2:19][N:20]([CH3:33])[C:21]4([C:27]([OH:29])=[O:28])[CH2:26][CH2:25][O:24][CH2:23][CH2:22]4)[CH:17]=3)[N:12]=[CH:11][N:10]=2)[CH:5]=[CH:6][CH:7]=1, predict the reactants needed to synthesize it. (7) Given the product [O:40]1[CH:44]=[C:43]([CH2:45][NH:46][C:2]2[CH:9]=[C:8]([N:10]3[C:22]4[CH:21]=[CH:20][CH:19]=[C:18]([C:23]5[CH:24]=[N:25][C:26]6[C:31]([CH:32]=5)=[CH:30][CH:29]=[CH:28][CH:27]=6)[C:17]=4[C:16]4[C:11]3=[CH:12][CH:13]=[CH:14][CH:15]=4)[CH:7]=[CH:6][C:3]=2[C:4]([NH2:5])=[O:34])[N:42]=[CH:41]1, predict the reactants needed to synthesize it. The reactants are: F[C:2]1[CH:9]=[C:8]([N:10]2[C:22]3[CH:21]=[CH:20][CH:19]=[C:18]([C:23]4[CH:24]=[N:25][C:26]5[C:31]([CH:32]=4)=[CH:30][CH:29]=[CH:28][CH:27]=5)[C:17]=3[C:16]3[C:11]2=[CH:12][CH:13]=[CH:14][CH:15]=3)[CH:7]=[CH:6][C:3]=1[C:4]#[N:5].C(=O)([O-])[O-:34].[K+].[K+].Cl.[O:40]1[CH:44]=[C:43]([CH2:45][NH2:46])[N:42]=[CH:41]1.[OH-].[Na+].OO.